From a dataset of Forward reaction prediction with 1.9M reactions from USPTO patents (1976-2016). Predict the product of the given reaction. (1) Given the reactants Cl[C:2]1[C:11]2[C:6](=[CH:7][C:8]([O:14][CH2:15][CH:16]3[CH2:21][CH2:20][N:19]([CH2:22][CH2:23][S:24]([CH3:27])(=[O:26])=[O:25])[CH2:18][CH2:17]3)=[C:9]([O:12][CH3:13])[CH:10]=2)[N:5]=[CH:4][N:3]=1.[OH:28][C:29]1[CH:30]=[C:31]2[C:35](=[CH:36][CH:37]=1)[NH:34][C:33]([CH3:38])=[CH:32]2.C(=O)([O-])[O-].[K+].[K+], predict the reaction product. The product is: [CH3:13][O:12][C:9]1[CH:10]=[C:11]2[C:6](=[CH:7][C:8]=1[O:14][CH2:15][CH:16]1[CH2:21][CH2:20][N:19]([CH2:22][CH2:23][S:24]([CH3:27])(=[O:26])=[O:25])[CH2:18][CH2:17]1)[N:5]=[CH:4][N:3]=[C:2]2[O:28][C:29]1[CH:30]=[C:31]2[C:35](=[CH:36][CH:37]=1)[NH:34][C:33]([CH3:38])=[CH:32]2. (2) Given the reactants Br[C:2]1[CH:3]=[C:4]2[C:8](=[CH:9][CH:10]=1)[NH:7][N:6]=[CH:5]2.C([Li])CCC.[F:16][C:17]([F:31])([F:30])[C:18]([C:20]1[C:28]2[C:23](=[CH:24][CH:25]=[CH:26][CH:27]=2)[N:22]([CH3:29])[CH:21]=1)=[O:19], predict the reaction product. The product is: [F:31][C:17]([F:16])([F:30])[C:18]([C:2]1[CH:3]=[C:4]2[C:8](=[CH:9][CH:10]=1)[NH:7][N:6]=[CH:5]2)([C:20]1[C:28]2[C:23](=[CH:24][CH:25]=[CH:26][CH:27]=2)[N:22]([CH3:29])[CH:21]=1)[OH:19]. (3) Given the reactants [CH3:1][O:2][C:3]1[CH:8]=[C:7]([NH:9][C:10]2[CH:15]=[CH:14][C:13]([N:16]3[CH2:19][CH:18]([O:20][CH2:21][CH2:22][O:23]C4CCCCO4)[CH2:17]3)=[CH:12][CH:11]=2)[C:6]([N+:30]([O-:32])=[O:31])=[CH:5][N:4]=1.Cl.C(O)(C)C.C(=O)([O-])O.[Na+], predict the reaction product. The product is: [CH3:1][O:2][C:3]1[CH:8]=[C:7]([NH:9][C:10]2[CH:11]=[CH:12][C:13]([N:16]3[CH2:19][CH:18]([O:20][CH2:21][CH2:22][OH:23])[CH2:17]3)=[CH:14][CH:15]=2)[C:6]([N+:30]([O-:32])=[O:31])=[CH:5][N:4]=1. (4) Given the reactants C(=O)([O-])[O-].[K+].[K+].Cl[CH2:8][CH2:9][CH2:10][O:11][C:12]1[CH:17]=[CH:16][C:15]([C:18]2[N:28]=[CH:27][CH:26]=[CH:25][C:19]=2[C:20]([O:22][CH2:23][CH3:24])=[O:21])=[CH:14][C:13]=1[C:29]#[N:30].[C:31]1([OH:37])[CH:36]=[CH:35][CH:34]=[CH:33][CH:32]=1, predict the reaction product. The product is: [C:29]([C:13]1[CH:14]=[C:15]([C:18]2[N:28]=[CH:27][CH:26]=[CH:25][C:19]=2[C:20]([O:22][CH2:23][CH3:24])=[O:21])[CH:16]=[CH:17][C:12]=1[O:11][CH2:10][CH2:9][CH2:8][O:37][C:31]1[CH:36]=[CH:35][CH:34]=[CH:33][CH:32]=1)#[N:30]. (5) The product is: [C:1]1([CH2:7][CH2:8][O:9][CH2:10][CH2:11][CH2:12][N:13]2[CH2:18][CH2:17][C:16]3([O:19][CH2:21]3)[CH2:15][CH2:14]2)[CH:6]=[CH:5][CH:4]=[CH:3][CH:2]=1. Given the reactants [C:1]1([CH2:7][CH2:8][O:9][CH2:10][CH2:11][CH2:12][N:13]2[CH2:18][CH2:17][C:16](=[O:19])[CH2:15][CH2:14]2)[CH:6]=[CH:5][CH:4]=[CH:3][CH:2]=1.[I-].[CH3:21][S+](C)(C)=O.[H-].[Na+], predict the reaction product. (6) Given the reactants C([O:3][C:4]([C:6]1[S:7][C:8]2[C:17]3[N:16]=[C:15]([NH:18][C:19]4[CH:24]=[CH:23][CH:22]=[C:21]([S:25](=[O:28])(=[O:27])[NH2:26])[CH:20]=4)[N:14]=[CH:13][C:12]=3[CH:11]=[CH:10][C:9]=2[N:29]=1)=[O:5])C, predict the reaction product. The product is: [S:25]([C:21]1[CH:20]=[C:19]([NH:18][C:15]2[N:14]=[CH:13][C:12]3[CH:11]=[CH:10][C:9]4[N:29]=[C:6]([C:4]([OH:5])=[O:3])[S:7][C:8]=4[C:17]=3[N:16]=2)[CH:24]=[CH:23][CH:22]=1)(=[O:28])(=[O:27])[NH2:26]. (7) Given the reactants Cl[C:2]1[CH:7]=[CH:6][N:5]2[C:8]([C:11]([NH:13][C:14]3[CH:22]=[CH:21][CH:20]=[C:19]4[C:15]=3[C:16]([CH:31]3[CH2:33][CH2:32]3)=[N:17][N:18]4[CH2:23][C:24]3[CH:29]=[CH:28][CH:27]=[C:26]([CH3:30])[N:25]=3)=[O:12])=[CH:9][N:10]=[C:4]2[CH:3]=1.[OH-].[K+].[CH3:36][N:37]1[CH2:42][CH2:41][N:40]([CH2:43][CH2:44][OH:45])[CH2:39][CH2:38]1, predict the reaction product. The product is: [CH:31]1([C:16]2[C:15]3[C:19](=[CH:20][CH:21]=[CH:22][C:14]=3[NH:13][C:11]([C:8]3[N:5]4[CH:6]=[CH:7][C:2]([O:45][CH2:44][CH2:43][N:40]5[CH2:41][CH2:42][N:37]([CH3:36])[CH2:38][CH2:39]5)=[CH:3][C:4]4=[N:10][CH:9]=3)=[O:12])[N:18]([CH2:23][C:24]3[CH:29]=[CH:28][CH:27]=[C:26]([CH3:30])[N:25]=3)[N:17]=2)[CH2:32][CH2:33]1. (8) Given the reactants Br[C:2]1[C:3]([NH2:18])=[N:4][CH:5]=[C:6]([C:8]2[CH:13]=[CH:12][C:11]([S:14]([CH3:17])(=[O:16])=[O:15])=[CH:10][CH:9]=2)[N:7]=1.[C:19]1([S:25]([NH2:28])(=[O:27])=[O:26])[CH:24]=[CH:23][CH:22]=[CH:21][CH:20]=1.[C@@H]1(N)CCCC[C@H]1N.C([O-])([O-])=O.[K+].[K+], predict the reaction product. The product is: [NH2:18][C:3]1[C:2]([NH:28][S:25]([C:19]2[CH:24]=[CH:23][CH:22]=[CH:21][CH:20]=2)(=[O:27])=[O:26])=[N:7][C:6]([C:8]2[CH:13]=[CH:12][C:11]([S:14]([CH3:17])(=[O:16])=[O:15])=[CH:10][CH:9]=2)=[CH:5][N:4]=1. (9) Given the reactants [F:1][C:2]([F:26])([F:25])[C:3]1[N:7]2[N:8]=[C:9]([N:12]3[CH2:17][CH2:16][CH:15]([C:18]4[CH:23]=[CH:22][C:21]([OH:24])=[CH:20][CH:19]=4)[CH2:14][CH2:13]3)[CH:10]=[CH:11][C:6]2=[N:5][N:4]=1.C1(P(C2C=CC=CC=2)C2C=CC=CC=2)C=CC=CC=1.O[CH2:47][CH2:48][N:49]1[CH2:54][CH2:53][N:52]([C:55](=[O:57])[CH3:56])[CH2:51][CH2:50]1.N(C(OC(C)C)=O)=NC(OC(C)C)=O, predict the reaction product. The product is: [C:55]([N:52]1[CH2:53][CH2:54][N:49]([CH2:48][CH2:47][O:24][C:21]2[CH:22]=[CH:23][C:18]([CH:15]3[CH2:16][CH2:17][N:12]([C:9]4[CH:10]=[CH:11][C:6]5[N:7]([C:3]([C:2]([F:1])([F:25])[F:26])=[N:4][N:5]=5)[N:8]=4)[CH2:13][CH2:14]3)=[CH:19][CH:20]=2)[CH2:50][CH2:51]1)(=[O:57])[CH3:56]. (10) Given the reactants NC1C=CN(C)C(=O)N=1.ClCC(CCl)=O.[Cl:16][CH2:17][C:18]1[N:19]=[C:20]2[CH:25]=[CH:24][N:23]([C:26]3C=CC(F)=CC=3)[C:22](=[O:33])[N:21]2[CH:34]=1, predict the reaction product. The product is: [Cl:16][CH2:17][C:18]1[N:19]=[C:20]2[CH:25]=[CH:24][N:23]([CH3:26])[C:22](=[O:33])[N:21]2[CH:34]=1.